From a dataset of Full USPTO retrosynthesis dataset with 1.9M reactions from patents (1976-2016). Predict the reactants needed to synthesize the given product. (1) Given the product [CH3:1][CH:2]1[CH2:11][CH2:10][CH2:9][C:8]2[C:7]([OH:12])=[CH:6][CH:5]=[CH:4][C:3]1=2, predict the reactants needed to synthesize it. The reactants are: [CH2:1]=[C:2]1[CH2:11][CH2:10][CH2:9][C:8]2[C:7]([OH:12])=[CH:6][CH:5]=[CH:4][C:3]1=2.[H][H]. (2) Given the product [CH2:1]([N:15]1[CH2:14][CH2:13][NH:12][CH:11]([CH2:9][CH3:10])[CH2:16]1)[C:2]1[CH:7]=[CH:6][CH:5]=[CH:4][CH:3]=1, predict the reactants needed to synthesize it. The reactants are: [CH2:1](Br)[C:2]1[CH:7]=[CH:6][CH:5]=[CH:4][CH:3]=1.[CH2:9]([CH:11]1[CH2:16][NH:15][CH2:14][CH2:13][NH:12]1)[CH3:10].